From a dataset of Forward reaction prediction with 1.9M reactions from USPTO patents (1976-2016). Predict the product of the given reaction. (1) Given the reactants [C:1]([S:5]([NH:7][C:8]1([CH:12]([CH2:16][CH3:17])[C:13]([OH:15])=[O:14])[CH2:11][O:10][CH2:9]1)=[O:6])([CH3:4])([CH3:3])[CH3:2].Br[CH2:19][C:20]([C:22]1[CH:27]=[CH:26][C:25]([O:28][C:29]([F:32])([F:31])[F:30])=[CH:24][CH:23]=1)=[O:21], predict the reaction product. The product is: [C:1]([S:5]([NH:7][C:8]1([CH:12]([CH2:16][CH3:17])[C:13]([O:15][CH2:19][C:20](=[O:21])[C:22]2[CH:27]=[CH:26][C:25]([O:28][C:29]([F:30])([F:31])[F:32])=[CH:24][CH:23]=2)=[O:14])[CH2:9][O:10][CH2:11]1)=[O:6])([CH3:4])([CH3:3])[CH3:2]. (2) Given the reactants [CH3:1][N:2]1[C:10]2[CH:9]=[CH:8][N:7]=[CH:6][C:5]=2[N:4]=[C:3]1[CH:11]=O.[F:13][C:14]1[CH:31]=[CH:30][C:17](/[CH:18]=[N:19]/[C:20]2[CH:28]=[CH:27][CH:26]=[C:25]3[C:21]=2[CH2:22][O:23][C:24]3=[O:29])=[CH:16][CH:15]=1.[CH2:32]([OH:34])[CH3:33], predict the reaction product. The product is: [F:13][C:14]1[CH:15]=[CH:16][C:17]([CH:18]2[CH:11]([C:3]3[N:2]([CH3:1])[C:10]4[CH:9]=[CH:8][N:7]=[CH:6][C:5]=4[N:4]=3)[C:32](=[O:34])[C:33]3[C:25]([C:24]([O:23][CH2:22][CH3:21])=[O:29])=[CH:26][CH:27]=[CH:28][C:20]=3[NH:19]2)=[CH:30][CH:31]=1. (3) Given the reactants CC([O:5][C:6](=[O:36])[CH2:7][N:8]1[CH2:19][CH2:18][NH:17][CH2:16][CH2:15][N:14]([CH2:20][C:21]([O:23]C(C)(C)C)=[O:22])[CH2:13][CH2:12][N:11]([CH2:28][C:29]([O:31]C(C)(C)C)=[O:30])[CH2:10][CH2:9]1)(C)C.Br[CH2:38][CH2:39][CH2:40][CH2:41][CH2:42][CH2:43][CH2:44][CH2:45][CH2:46][CH2:47][CH2:48][CH2:49][CH2:50][CH2:51][CH2:52][CH2:53][CH2:54][CH3:55], predict the reaction product. The product is: [CH2:55]([N:17]1[CH2:16][CH2:15][N:14]([CH2:20][C:21]([OH:23])=[O:22])[CH2:13][CH2:12][N:11]([CH2:28][C:29]([OH:31])=[O:30])[CH2:10][CH2:9][N:8]([CH2:7][C:6]([OH:5])=[O:36])[CH2:19][CH2:18]1)[CH2:54][CH2:53][CH2:52][CH2:51][CH2:50][CH2:49][CH2:48][CH2:47][CH2:46][CH2:45][CH2:44][CH2:43][CH2:42][CH2:41][CH2:40][CH2:39][CH3:38]. (4) Given the reactants [Cl:1][C:2]1[CH:7]=[CH:6][C:5]([NH:8][C:9](=[O:20])[C:10]2[CH:15]=[CH:14][C:13]([C:16](=[NH:19])[NH:17][OH:18])=[CH:12][CH:11]=2)=[CH:4][C:3]=1[C:21]1[CH:26]=[CH:25][CH:24]=[CH:23][N:22]=1.[OH-].[Na+].[CH3:29]OS(OC)(=O)=O, predict the reaction product. The product is: [Cl:1][C:2]1[CH:7]=[CH:6][C:5]([NH:8][C:9](=[O:20])[C:10]2[CH:11]=[CH:12][C:13]([C:16](=[NH:19])[NH:17][O:18][CH3:29])=[CH:14][CH:15]=2)=[CH:4][C:3]=1[C:21]1[CH:26]=[CH:25][CH:24]=[CH:23][N:22]=1. (5) Given the reactants [C:1]([N:8]1[CH2:13][CH2:12][C:11]([C:16]2[CH:21]=[CH:20][C:19]([Cl:22])=[C:18]([Cl:23])[CH:17]=2)([C:14]#[N:15])[CH2:10][CH2:9]1)([O:3][C:4]([CH3:7])([CH3:6])[CH3:5])=[O:2].[OH-].[NH4+], predict the reaction product. The product is: [C:1]([N:8]1[CH2:13][CH2:12][C:11]([CH2:14][NH2:15])([C:16]2[CH:21]=[CH:20][C:19]([Cl:22])=[C:18]([Cl:23])[CH:17]=2)[CH2:10][CH2:9]1)([O:3][C:4]([CH3:7])([CH3:6])[CH3:5])=[O:2].